Dataset: Forward reaction prediction with 1.9M reactions from USPTO patents (1976-2016). Task: Predict the product of the given reaction. (1) Given the reactants Cl[C:2]1[CH:7]=[CH:6][N:5]=[C:4]([C:8]([O:10]C)=[O:9])[C:3]=1[F:12].O.[SH2:14].[Na].Br[C:17]1[S:21][C:20]([NH:22][C:23]2[CH:28]=[CH:27][CH:26]=[CH:25][N:24]=2)=[N:19][CH:18]=1.C[O-].[Na+].Cl, predict the reaction product. The product is: [F:12][C:3]1[C:4]([C:8]([OH:10])=[O:9])=[N:5][CH:6]=[CH:7][C:2]=1[S:14][C:17]1[S:21][C:20]([NH:22][C:23]2[CH:28]=[CH:27][CH:26]=[CH:25][N:24]=2)=[N:19][CH:18]=1. (2) The product is: [Cl:3][C:4]1[CH:9]=[C:8]([Cl:10])[CH:7]=[CH:6][C:5]=1[C:11]1[CH:16]=[CH:15][C:14]([NH:17][C:18]([C:20]2[CH:25]=[C:24]([F:26])[C:23]([F:27])=[CH:22][C:21]=2[C:28]2[CH:29]=[CH:30][C:31]([C:34]([NH:36][CH2:37][CH2:38][C:39]([OH:41])=[O:40])=[O:35])=[N:32][CH:33]=2)=[O:19])=[CH:13][CH:12]=1. Given the reactants [OH-].[Na+].[Cl:3][C:4]1[CH:9]=[C:8]([Cl:10])[CH:7]=[CH:6][C:5]=1[C:11]1[CH:16]=[CH:15][C:14]([NH:17][C:18]([C:20]2[CH:25]=[C:24]([F:26])[C:23]([F:27])=[CH:22][C:21]=2[C:28]2[CH:29]=[CH:30][C:31]([C:34]([NH:36][CH2:37][CH2:38][C:39]([O:41]CC)=[O:40])=[O:35])=[N:32][CH:33]=2)=[O:19])=[CH:13][CH:12]=1, predict the reaction product. (3) Given the reactants [O:1]1[C:5]([C:6]2[CH:11]=[CH:10][C:9]([NH:12][C:13]3[N:14]=[C:15]([N:23]([C:27]4[CH:32]=[CH:31][CH:30]=[CH:29][CH:28]=4)[CH2:24][CH2:25][OH:26])[C:16]4[CH2:22][NH:21][CH2:20][CH2:19][C:17]=4[N:18]=3)=[CH:8][CH:7]=2)=[CH:4][N:3]=[CH:2]1.C(N(CC)CC)C.[C:40](Cl)(=[O:44])[O:41][CH2:42][CH3:43], predict the reaction product. The product is: [OH:26][CH2:25][CH2:24][N:23]([C:27]1[CH:28]=[CH:29][CH:30]=[CH:31][CH:32]=1)[C:15]1[C:16]2[CH2:22][N:21]([C:40]([O:41][CH2:42][CH3:43])=[O:44])[CH2:20][CH2:19][C:17]=2[N:18]=[C:13]([NH:12][C:9]2[CH:10]=[CH:11][C:6]([C:5]3[O:1][CH:2]=[N:3][CH:4]=3)=[CH:7][CH:8]=2)[N:14]=1. (4) The product is: [OH:17][C:5]1[NH:6][C:7]2[C:3]([N:4]=1)=[C:2]([N:1]=[CH:20][N:21]([CH3:23])[CH3:22])[N:10]=[C:9]([S:11][CH2:12][CH2:13][CH2:14][CH2:15][CH3:16])[N:8]=2. Given the reactants [NH2:1][C:2]1[N:10]=[C:9]([S:11][CH2:12][CH2:13][CH2:14][CH2:15][CH3:16])[N:8]=[C:7]2[C:3]=1[N:4]=[C:5]([OH:17])[NH:6]2.CO[CH:20](OC)[N:21]([CH3:23])[CH3:22].C(#N)C, predict the reaction product.